From a dataset of Forward reaction prediction with 1.9M reactions from USPTO patents (1976-2016). Predict the product of the given reaction. (1) Given the reactants [CH2:1]([O:3][C:4]1[CH:5]=[C:6]([CH:9]=[C:10]([O:14][CH3:15])[C:11]=1[O:12][CH3:13])[CH:7]=O)[CH3:2].[ClH:16].CO.C(O[CH:22](OCC)[CH2:23][NH:24][CH2:25][C:26]1[CH:31]=[CH:30][CH:29]=[C:28]([O:32][CH2:33][CH3:34])[C:27]=1[OH:35])C, predict the reaction product. The product is: [ClH:16].[CH2:1]([O:3][C:4]1[CH:5]=[C:6]([CH:9]=[C:10]([O:14][CH3:15])[C:11]=1[O:12][CH3:13])[CH2:7][C:22]1[C:31]2[C:26](=[C:27]([OH:35])[C:28]([O:32][CH2:33][CH3:34])=[CH:29][CH:30]=2)[CH:25]=[N:24][CH:23]=1)[CH3:2]. (2) Given the reactants [CH3:1][C:2]([CH3:27])([CH3:26])[C:3]([O:5][CH2:6][N:7]1[C:15](=[O:16])[C:14]2[N:13](CC3C=CC=CC=3)[CH:12]=[N:11][C:10]=2[N:9]([CH3:24])[C:8]1=[O:25])=[O:4], predict the reaction product. The product is: [CH3:1][C:2]([CH3:27])([CH3:26])[C:3]([O:5][CH2:6][N:7]1[C:15](=[O:16])[C:14]2[NH:13][CH:12]=[N:11][C:10]=2[N:9]([CH3:24])[C:8]1=[O:25])=[O:4]. (3) Given the reactants [CH2:1]([O:3][C:4]([C:6]12[CH2:13][CH2:12][C:9]([NH:14][CH2:15][C:16]([N:18]3[CH2:22][C@@H:21]([F:23])[CH2:20][C@H:19]3[C:24]([NH2:26])=[O:25])=[O:17])([CH2:10][CH2:11]1)[CH2:8][CH2:7]2)=[O:5])[CH3:2].O.[C:28]1([S:34]([OH:37])(=[O:36])=[O:35])[CH:33]=[CH:32][CH:31]=[CH:30][CH:29]=1, predict the reaction product. The product is: [C:28]1([S:34]([OH:37])(=[O:36])=[O:35])[CH:33]=[CH:32][CH:31]=[CH:30][CH:29]=1.[CH2:1]([O:3][C:4]([C:6]12[CH2:13][CH2:12][C:9]([NH:14][CH2:15][C:16]([N:18]3[CH2:22][C@@H:21]([F:23])[CH2:20][C@H:19]3[C:24]([NH2:26])=[O:25])=[O:17])([CH2:10][CH2:11]1)[CH2:8][CH2:7]2)=[O:5])[CH3:2]. (4) Given the reactants [CH2:1]([O:3][C:4]([C:6]1[C:10]([C:11]2[CH:16]=[CH:15][C:14]([Cl:17])=[CH:13][CH:12]=2)=[CH:9][S:8][C:7]=1[NH2:18])=[O:5])[CH3:2].[C:19](OCC)(=[O:26])[CH2:20][C:21]([O:23][CH2:24][CH3:25])=[O:22], predict the reaction product. The product is: [CH2:1]([O:3][C:4]([C:6]1[C:10]([C:11]2[CH:16]=[CH:15][C:14]([Cl:17])=[CH:13][CH:12]=2)=[CH:9][S:8][C:7]=1[NH:18][C:19](=[O:26])[CH2:20][C:21]([O:23][CH2:24][CH3:25])=[O:22])=[O:5])[CH3:2].